Dataset: Catalyst prediction with 721,799 reactions and 888 catalyst types from USPTO. Task: Predict which catalyst facilitates the given reaction. (1) Reactant: Cl[CH2:2][CH2:3][CH:4]1[CH2:12][CH2:11][CH2:10][C:9]2[N:8]([C:13]3[CH:18]=[CH:17][CH:16]=[CH:15][CH:14]=3)[N:7]=[CH:6][C:5]1=2.C([O-])([O-])=O.[K+].[K+].[NH:25]1[CH2:30][CH2:29][O:28][CH2:27][CH2:26]1. Product: [N:25]1([CH2:2][CH2:3][CH:4]2[CH2:12][CH2:11][CH2:10][C:9]3[N:8]([C:13]4[CH:18]=[CH:17][CH:16]=[CH:15][CH:14]=4)[N:7]=[CH:6][C:5]2=3)[CH2:30][CH2:29][O:28][CH2:27][CH2:26]1. The catalyst class is: 39. (2) Reactant: [CH3:1][O:2][C:3](=[O:20])[C:4]1[CH:13]=[C:12]([S:14][C:15](=[O:19])[N:16]([CH3:18])[CH3:17])[CH:11]=[C:6]([C:7]([O:9]C)=[O:8])[CH:5]=1.[OH-].[Na+]. Product: [CH3:1][O:2][C:3](=[O:20])[C:4]1[CH:13]=[C:12]([S:14][C:15](=[O:19])[N:16]([CH3:17])[CH3:18])[CH:11]=[C:6]([C:7]([OH:9])=[O:8])[CH:5]=1. The catalyst class is: 1. (3) Reactant: [NH2:1][C@@H:2]1[C:11]2[C:6](=[CH:7][CH:8]=[CH:9][CH:10]=2)[C@H:5]([OH:12])[CH2:4][CH2:3]1.[C:13]([O:17][C:18](O[C:18]([O:17][C:13]([CH3:16])([CH3:15])[CH3:14])=[O:19])=[O:19])([CH3:16])([CH3:15])[CH3:14]. Product: [C:13]([O:17][C:18](=[O:19])[NH:1][C@@H:2]1[C:11]2[C:6](=[CH:7][CH:8]=[CH:9][CH:10]=2)[C@H:5]([OH:12])[CH2:4][CH2:3]1)([CH3:16])([CH3:15])[CH3:14]. The catalyst class is: 10. (4) The catalyst class is: 3. Reactant: [OH:1][CH2:2][CH:3]([NH:8][S:9]([C:12]1[CH:17]=[CH:16][C:15]([O:18][CH3:19])=[CH:14][CH:13]=1)(=[O:11])=[O:10])[C:4]([O:6][CH3:7])=[O:5].C(=O)([O-])[O-].[K+].[K+].Br[CH2:27][C:28]([O:30][CH2:31][CH3:32])=[O:29].O. Product: [CH2:31]([O:30][C:28]([CH2:27][N:8]([S:9]([C:12]1[CH:13]=[CH:14][C:15]([O:18][CH3:19])=[CH:16][CH:17]=1)(=[O:11])=[O:10])[CH:3]([CH2:2][OH:1])[C:4]([O:6][CH3:7])=[O:5])=[O:29])[CH3:32]. (5) Reactant: CN(C)CCCN=C=NCC.[CH2:12]([NH:19][CH2:20][CH2:21][NH:22][C:23]1[N:24]=[CH:25][C:26](/[CH:29]=[CH:30]/[C:31]([O:33][CH3:34])=[O:32])=[N:27][CH:28]=1)[C:13]1[CH:18]=[CH:17][CH:16]=[CH:15][CH:14]=1.[CH3:35][C:36](O)=[O:37].C1C=CC2N(O)N=NC=2C=1. Product: [C:36]([N:19]([CH2:12][C:13]1[CH:18]=[CH:17][CH:16]=[CH:15][CH:14]=1)[CH2:20][CH2:21][NH:22][C:23]1[N:24]=[CH:25][C:26](/[CH:29]=[CH:30]/[C:31]([O:33][CH3:34])=[O:32])=[N:27][CH:28]=1)(=[O:37])[CH3:35]. The catalyst class is: 46. (6) Reactant: [CH3:1][C:2]1[C:7]([O:8][C:9]2[C:10]([NH:22][C:23]3[S:27][N:26]=[C:25]([C@@:28]4([CH3:35])[CH2:32][O:31]C(C)(C)[O:29]4)[N:24]=3)=[N:11][CH:12]=[C:13]([S:15][C:16]3[CH:21]=[CH:20][CH:19]=[CH:18][N:17]=3)[CH:14]=2)=[CH:6][CH:5]=[CH:4][N:3]=1.[ClH:36]. Product: [ClH:36].[CH3:1][C:2]1[C:7]([O:8][C:9]2[C:10]([NH:22][C:23]3[S:27][N:26]=[C:25]([C@@:28]([OH:29])([CH3:35])[CH2:32][OH:31])[N:24]=3)=[N:11][CH:12]=[C:13]([S:15][C:16]3[CH:21]=[CH:20][CH:19]=[CH:18][N:17]=3)[CH:14]=2)=[CH:6][CH:5]=[CH:4][N:3]=1. The catalyst class is: 14. (7) Reactant: [C:1]([N:4]1[CH2:9][CH2:8][CH:7]([C:10]([N:12]([C:30]2[CH:35]=[CH:34][CH:33]=[C:32]([Cl:36])[CH:31]=2)[CH2:13][CH2:14][CH2:15][N:16]2[CH2:21][CH2:20][CH:19]([CH2:22][C:23]3[CH:28]=[CH:27][C:26]([F:29])=[CH:25][CH:24]=3)[CH2:18][CH2:17]2)=[O:11])[CH2:6][CH2:5]1)(=[O:3])[CH3:2].[CH3:37][I:38]. Product: [I-:38].[C:1]([N:4]1[CH2:5][CH2:6][CH:7]([C:10]([N:12]([CH2:13][CH2:14][CH2:15][N+:16]2([CH3:37])[CH2:17][CH2:18][CH:19]([CH2:22][C:23]3[CH:28]=[CH:27][C:26]([F:29])=[CH:25][CH:24]=3)[CH2:20][CH2:21]2)[C:30]2[CH:35]=[CH:34][CH:33]=[C:32]([Cl:36])[CH:31]=2)=[O:11])[CH2:8][CH2:9]1)(=[O:3])[CH3:2]. The catalyst class is: 10. (8) Reactant: [CH3:1][C:2]([O:9][C:10]1[CH:15]=[CH:14][C:13]([N+:16]([O-])=O)=[CH:12][CH:11]=1)([CH3:8])[C:3]([O:5][CH2:6][CH3:7])=[O:4]. Product: [CH2:6]([O:5][C:3](=[O:4])[C:2]([O:9][C:10]1[CH:11]=[CH:12][C:13]([NH2:16])=[CH:14][CH:15]=1)([CH3:8])[CH3:1])[CH3:7]. The catalyst class is: 13. (9) Reactant: [Br:1][C:2]1[CH:3]=[C:4]([C:9](=[C:14]2[CH2:17][N:16]([C@@H:18]([C:27]3[CH:32]=[CH:31][C:30]([Cl:33])=[CH:29][CH:28]=3)[C:19]3[CH:24]=[CH:23][CH:22]=[C:21]([C:25]#[N:26])[CH:20]=3)[CH2:15]2)[C:10]([O:12][CH3:13])=[O:11])[CH:5]=[C:6]([F:8])[CH:7]=1.[BH4-].[Na+]. Product: [Br:1][C:2]1[CH:3]=[C:4]([C@H:9]([CH:14]2[CH2:17][N:16]([C@@H:18]([C:27]3[CH:32]=[CH:31][C:30]([Cl:33])=[CH:29][CH:28]=3)[C:19]3[CH:24]=[CH:23][CH:22]=[C:21]([C:25]#[N:26])[CH:20]=3)[CH2:15]2)[C:10]([O:12][CH3:13])=[O:11])[CH:5]=[C:6]([F:8])[CH:7]=1. The catalyst class is: 36. (10) Reactant: C([O:3][C:4]([C:6]1[S:7][C:8]2[CH2:9][CH2:10][O:11][C:12]3[CH:19]=[CH:18][C:17]([Br:20])=[CH:16][C:13]=3[C:14]=2[N:15]=1)=O)C.O.[NH2:22][NH2:23]. Product: [Br:20][C:17]1[CH:18]=[CH:19][C:12]2[O:11][CH2:10][CH2:9][C:8]3[S:7][C:6]([C:4]([NH:22][NH2:23])=[O:3])=[N:15][C:14]=3[C:13]=2[CH:16]=1. The catalyst class is: 8.